Task: Predict the reactants needed to synthesize the given product.. Dataset: Full USPTO retrosynthesis dataset with 1.9M reactions from patents (1976-2016) (1) Given the product [C:56]([N:13]1[CH2:14][CH2:15][CH2:16][CH:11]([C:9]2[CH:8]=[CH:7][C:6]([C:17]([NH2:19])=[O:18])=[C:5]3[C:10]=2[C:2]([CH3:1])=[CH:3][NH:4]3)[CH2:12]1)(=[O:60])[C:57]#[C:58][CH3:59], predict the reactants needed to synthesize it. The reactants are: [CH3:1][C:2]1[C:10]2[C:5](=[C:6]([C:17]([NH2:19])=[O:18])[CH:7]=[CH:8][C:9]=2[CH:11]2[CH2:16][CH2:15][CH2:14][NH:13][CH2:12]2)[NH:4][CH:3]=1.F[P-](F)(F)(F)(F)F.N1(O[P+](N(C)C)(N(C)C)N(C)C)C2C=CC=CC=2N=N1.CCN(C(C)C)C(C)C.[C:56](O)(=[O:60])[C:57]#[C:58][CH3:59]. (2) Given the product [C:1]([C:5]1[CH:9]=[C:8]([C:10]([O:12][CH2:13][CH3:14])=[O:11])[N:7]([CH2:22][O:23][CH3:24])[N:6]=1)([CH3:4])([CH3:2])[CH3:3], predict the reactants needed to synthesize it. The reactants are: [C:1]([C:5]1[CH:9]=[C:8]([C:10]([O:12][CH2:13][CH3:14])=[O:11])[NH:7][N:6]=1)([CH3:4])([CH3:3])[CH3:2].C(=O)([O-])[O-].[Cs+].[Cs+].Cl[CH2:22][O:23][CH3:24].CCOC(C)=O. (3) Given the product [NH2:23][C:20]([CH3:21])([CH3:22])[C@H:15]([NH:14][C:12](=[O:13])[C:11]1[CH:10]=[CH:9][C:8]([C:7]#[C:6][C:3]#[C:2][CH2:1][OH:4])=[CH:32][CH:31]=1)[C:16]([NH:40][OH:41])=[O:18], predict the reactants needed to synthesize it. The reactants are: [CH2:1]([OH:4])[C:2]#[CH:3].Br[C:6]#[C:7][C:8]1[CH:32]=[CH:31][C:11]([C:12]([NH:14][C@@H:15]([C:20]([NH:23]C(OC(C)(C)C)=O)([CH3:22])[CH3:21])[C:16]([O:18]C)=O)=[O:13])=[CH:10][CH:9]=1.C(O)(C(F)(F)F)=O.[NH2:40][OH:41]. (4) Given the product [Si:33]([O:27][C@@H:25]([CH3:26])[C@@H:11]([NH:10][C:4]1[CH:5]=[CH:6][C:7]([C:8]#[N:9])=[C:2]([Cl:1])[C:3]=1[CH3:28])[C:12]([NH:14][NH:15][C:16](=[O:24])[C:17]1[CH:22]=[CH:21][C:20]([F:23])=[CH:19][CH:18]=1)=[O:13])([C:30]([CH3:32])([CH3:31])[CH3:29])([CH3:35])[CH3:34], predict the reactants needed to synthesize it. The reactants are: [Cl:1][C:2]1[C:3]([CH3:28])=[C:4]([NH:10][C@H:11]([C@@H:25]([OH:27])[CH3:26])[C:12]([NH:14][NH:15][C:16](=[O:24])[C:17]2[CH:22]=[CH:21][C:20]([F:23])=[CH:19][CH:18]=2)=[O:13])[CH:5]=[CH:6][C:7]=1[C:8]#[N:9].[CH3:29][C:30]([Si:33](Cl)([CH3:35])[CH3:34])([CH3:32])[CH3:31].N1C=CN=C1. (5) The reactants are: C1(P(C2C=CC=CC=2)C2C=CC=CC=2)C=CC=CC=1.[Cl:20][C:21]1[CH:26]=[CH:25][CH:24]=[CH:23][C:22]=1[CH:27]([OH:29])[CH3:28].[CH3:30][O:31][C:32]([C:34]1[S:35][C:36]([N:40]2[CH:44]=[CH:43][N:42]=[CH:41]2)=[CH:37][C:38]=1O)=[O:33].N(C(OCC)=O)=NC(OCC)=O. Given the product [CH3:30][O:31][C:32]([C:34]1[S:35][C:36]([N:40]2[CH:44]=[CH:43][N:42]=[CH:41]2)=[CH:37][C:38]=1[O:29][CH:27]([C:22]1[CH:23]=[CH:24][CH:25]=[CH:26][C:21]=1[Cl:20])[CH3:28])=[O:33], predict the reactants needed to synthesize it. (6) Given the product [CH3:20][N:18]1[CH:19]=[C:15]([N:14]2[C:5]3[C:4]4[CH:3]=[C:2]([C:27]5[CH:28]=[C:29]([OH:31])[CH:30]=[C:25]([F:24])[CH:26]=5)[CH:11]=[CH:10][C:9]=4[N:8]=[CH:7][C:6]=3[N:12]([CH3:23])[C:13]2=[O:22])[C:16]([CH3:21])=[N:17]1, predict the reactants needed to synthesize it. The reactants are: Br[C:2]1[CH:11]=[CH:10][C:9]2[N:8]=[CH:7][C:6]3[N:12]([CH3:23])[C:13](=[O:22])[N:14]([C:15]4[C:16]([CH3:21])=[N:17][N:18]([CH3:20])[CH:19]=4)[C:5]=3[C:4]=2[CH:3]=1.[F:24][C:25]1[CH:26]=[C:27](B(O)O)[CH:28]=[C:29]([OH:31])[CH:30]=1.